The task is: Predict which catalyst facilitates the given reaction.. This data is from Catalyst prediction with 721,799 reactions and 888 catalyst types from USPTO. (1) Reactant: [C:1](=[O:4])([O-])N.[SiH3]O[SiH3].[CH2:8]([O:11][C:12]([N:14]1[CH2:18][C@H:17]([OH:19])[CH2:16][C@H:15]1[C:20]([O:22]C)=[O:21])=[O:13])[CH:9]=[CH2:10]. Product: [CH2:8]([O:11][C:12]([N:14]1[CH2:18][C@H:17]([OH:19])[CH2:16][C@:15]1([CH2:1][OH:4])[C:20]([OH:22])=[O:21])=[O:13])[C:9]1[CH:10]=[CH:17][CH:16]=[CH:15][CH:20]=1. The catalyst class is: 22. (2) Reactant: [Cl:1][C:2]1[CH:3]=[N:4][C:5]([N:8]2[CH2:13][CH2:12][CH:11]([C@@H:14]3[CH2:16][C@H:15]3[CH2:17][CH2:18][NH2:19])[CH2:10][CH2:9]2)=[N:6][CH:7]=1.C([O-])([O-])=O.[Cs+].[Cs+].Cl[C:27]1[N:32]=[C:31]([CH3:33])[N:30]=[C:29]([C:34]#[N:35])[CH:28]=1. Product: [Cl:1][C:2]1[CH:3]=[N:4][C:5]([N:8]2[CH2:13][CH2:12][CH:11]([C@@H:14]3[CH2:16][C@H:15]3[CH2:17][CH2:18][NH:19][C:27]3[N:32]=[C:31]([CH3:33])[N:30]=[C:29]([C:34]#[N:35])[CH:28]=3)[CH2:10][CH2:9]2)=[N:6][CH:7]=1. The catalyst class is: 3. (3) Reactant: C(O[C:10]1[C:18]2[CH:17]=[C:16]([C:19](=[O:21])[CH3:20])[S:15][C:14]=2[CH:13]=[CH:12][CH:11]=1)(=O)C1C=CC=CC=1.C(=O)([O-])[O-:23].[K+].[K+].[OH-].[Na+]. Product: [OH:23][C:11]1[CH:12]=[CH:13][C:14]2[S:15][C:16]([C:19](=[O:21])[CH3:20])=[CH:17][C:18]=2[CH:10]=1. The catalyst class is: 7. (4) Reactant: [Br:1][C:2]1[CH:3]=[C:4]([N+:9]([O-:11])=[O:10])[C:5](Cl)=[N:6][CH:7]=1.[CH3:12][NH:13][CH3:14]. Product: [Br:1][C:2]1[CH:3]=[C:4]([N+:9]([O-:11])=[O:10])[C:5]([N:13]([CH3:14])[CH3:12])=[N:6][CH:7]=1. The catalyst class is: 1. (5) Reactant: [NH2:1][C:2]1[CH:3]=[CH:4][C:5]2[O:9][N:8]=[C:7]([C:10]([NH:12][C:13]3[CH:25]=[CH:24][C:23]([C:26]#[N:27])=[CH:22][C:14]=3[C:15]([O:17]C(C)(C)C)=[O:16])=[O:11])[C:6]=2[CH:28]=1.N1C=CC=CC=1.[C:35](Cl)(=[O:37])[CH3:36]. Product: [C:35]([NH:1][C:2]1[CH:3]=[CH:4][C:5]2[O:9][N:8]=[C:7]([C:10]([NH:12][C:13]3[CH:25]=[CH:24][C:23]([C:26]#[N:27])=[CH:22][C:14]=3[C:15]([OH:17])=[O:16])=[O:11])[C:6]=2[CH:28]=1)(=[O:37])[CH3:36]. The catalyst class is: 22. (6) Reactant: [F:1][C:2]1[CH:3]=[C:4]([CH:12]=[C:13](I)[C:14]=1[CH3:15])[C:5]([O:7][C:8]([CH3:11])([CH3:10])[CH3:9])=[O:6].C([Mg]Cl)(C)C.[B:22](OC)([O:25]C)[O:23]C. Product: [CH3:9][C:8]([O:7][C:5]([C:4]1[CH:3]=[C:2]([F:1])[C:14]([CH3:15])=[C:13]([B:22]([OH:25])[OH:23])[CH:12]=1)=[O:6])([CH3:11])[CH3:10]. The catalyst class is: 1. (7) Reactant: [BH4-].[Na+].[Cl:3][C:4]1[C:13]2[C:8](=[C:9]([CH3:22])[CH:10]=[C:11]([C:14]([C:16]3[N:20]([CH3:21])[CH:19]=[N:18][CH:17]=3)=[O:15])[CH:12]=2)[N:7]=[C:6]([O:23][CH3:24])[C:5]=1[CH2:25][C:26]1[CH:31]=[CH:30][CH:29]=[C:28]([C:32]([F:35])([F:34])[F:33])[CH:27]=1. Product: [Cl:3][C:4]1[C:13]2[C:8](=[C:9]([CH3:22])[CH:10]=[C:11]([CH:14]([C:16]3[N:20]([CH3:21])[CH:19]=[N:18][CH:17]=3)[OH:15])[CH:12]=2)[N:7]=[C:6]([O:23][CH3:24])[C:5]=1[CH2:25][C:26]1[CH:31]=[CH:30][CH:29]=[C:28]([C:32]([F:34])([F:33])[F:35])[CH:27]=1. The catalyst class is: 5.